Dataset: Forward reaction prediction with 1.9M reactions from USPTO patents (1976-2016). Task: Predict the product of the given reaction. (1) Given the reactants [CH:1]1([C@H:4]2[C@@H:10]([N:11](CC3C=CC=CC=3)CC3C=CC=CC=3)[C:9](=[O:26])[NH:8][C:7]3[CH:27]=[C:28]([F:31])[CH:29]=[CH:30][C:6]=3[O:5]2)[CH2:3][CH2:2]1, predict the reaction product. The product is: [NH2:11][C@H:10]1[C:9](=[O:26])[NH:8][C:7]2[CH:27]=[C:28]([F:31])[CH:29]=[CH:30][C:6]=2[O:5][C@H:4]1[CH:1]1[CH2:3][CH2:2]1. (2) Given the reactants [F:1][C:2]1[CH:7]=[C:6]([F:8])[CH:5]=[CH:4][C:3]=1[NH:9][C:10](=[O:48])[NH:11][C:12]1[CH:46]=[CH:45][C:15]([O:16][C:17]2[CH:22]=[CH:21][N:20]=[C:19]3[CH:23]=[C:24]([C:26]4[N:27]([CH3:44])[C:28]([CH2:31][N:32]([CH2:40][CH2:41][O:42][CH3:43])C(=O)OC(C)(C)C)=[CH:29][N:30]=4)[S:25][C:18]=23)=[C:14]([F:47])[CH:13]=1.Cl.O1CCOCC1.CCOC(C)=O, predict the reaction product. The product is: [F:1][C:2]1[CH:7]=[C:6]([F:8])[CH:5]=[CH:4][C:3]=1[NH:9][C:10]([NH:11][C:12]1[CH:46]=[CH:45][C:15]([O:16][C:17]2[CH:22]=[CH:21][N:20]=[C:19]3[CH:23]=[C:24]([C:26]4[N:27]([CH3:44])[C:28]([CH2:31][NH:32][CH2:40][CH2:41][O:42][CH3:43])=[CH:29][N:30]=4)[S:25][C:18]=23)=[C:14]([F:47])[CH:13]=1)=[O:48].